Dataset: Reaction yield outcomes from USPTO patents with 853,638 reactions. Task: Predict the reaction yield, written as a fraction of the theoretical maximum amount of product (1.0 means a 100% yield; for example, 0.34 means a 34% yield). (1) The reactants are [F:1][C:2]([F:20])([F:19])[C:3]1[CH:8]=[CH:7][N:6]=[C:5]([NH:9][C:10](=[O:18])OC2C=CC=CC=2)[CH:4]=1.C[O:22][CH:23](OC)[CH:24]([NH:26][CH3:27])[CH3:25].Cl.CCOC(C)=O. The catalyst is O1CCOCC1.O. The product is [OH:22][CH:23]1[CH:24]([CH3:25])[N:26]([CH3:27])[C:10](=[O:18])[N:9]1[C:5]1[CH:4]=[C:3]([C:2]([F:1])([F:19])[F:20])[CH:8]=[CH:7][N:6]=1. The yield is 0.900. (2) The reactants are C([O:3][C:4]([C:6]1[S:10][C:9]([Br:11])=[N:8][C:7]=1[CH3:12])=[O:5])C.O.[OH-].[Li+].Cl. The catalyst is O1CCCC1.O.C(OCC)(=O)C. The product is [Br:11][C:9]1[S:10][C:6]([C:4]([OH:5])=[O:3])=[C:7]([CH3:12])[N:8]=1. The yield is 0.980. (3) The reactants are C([O:8][N:9]1[C:15](=[O:16])[N:14]2[CH2:17][C@@H:10]1[CH2:11][CH2:12][C@@H:13]2[C:18]([NH:20][N:21]([CH3:26])[C:22](=[O:25])[CH2:23][CH3:24])=[O:19])C1C=CC=CC=1.[H][H]. The catalyst is CO.[Pd]. The product is [OH:8][N:9]1[C:15](=[O:16])[N:14]2[CH2:17][C@@H:10]1[CH2:11][CH2:12][C@@H:13]2[C:18]([NH:20][N:21]([CH3:26])[C:22](=[O:25])[CH2:23][CH3:24])=[O:19]. The yield is 0.790. (4) The reactants are [C:1]1([C@@H:7]2[CH2:9][C@H:8]2[NH:10][CH2:11][CH:12]2[CH2:17][CH2:16][N:15](C(OC(C)(C)C)=O)[CH2:14][CH2:13]2)[CH:6]=[CH:5][CH:4]=[CH:3][CH:2]=1.C(=O)([O-])[O-].[K+].[K+].IC. The catalyst is C(#N)C.CN(C)C=O. The product is [C:1]1([C@@H:7]2[CH2:9][C@H:8]2[NH:10][CH2:11][CH:12]2[CH2:17][CH2:16][NH:15][CH2:14][CH2:13]2)[CH:2]=[CH:3][CH:4]=[CH:5][CH:6]=1. The yield is 0.134. (5) The reactants are [C-:1]#[N:2].[Na+].Br[CH2:5][C:6]1[C:11]([N+:12]([O-:14])=[O:13])=[CH:10][CH:9]=[CH:8][C:7]=1[O:15][CH3:16]. The catalyst is C(O)C. The product is [CH3:16][O:15][C:7]1[CH:8]=[CH:9][CH:10]=[C:11]([N+:12]([O-:14])=[O:13])[C:6]=1[CH2:5][C:1]#[N:2]. The yield is 0.610. (6) The reactants are [Br:1][C:2]1[CH:21]=[CH:20][C:5]([O:6][C:7]2[N:14]=[C:13]([NH:15][CH2:16][CH2:17][O:18][CH3:19])[CH:12]=[CH:11][C:8]=2[C:9]#[N:10])=[CH:4][C:3]=1[CH:22]1OCC[O:23]1.Cl.O. The catalyst is C1COCC1. The product is [Br:1][C:2]1[CH:21]=[CH:20][C:5]([O:6][C:7]2[N:14]=[C:13]([NH:15][CH2:16][CH2:17][O:18][CH3:19])[CH:12]=[CH:11][C:8]=2[C:9]#[N:10])=[CH:4][C:3]=1[CH:22]=[O:23]. The yield is 0.870. (7) The reactants are [C:1]([N:4]1[CH:9]2[CH2:10][CH2:11][CH:5]1[CH2:6][CH:7]([C:12]1[N:16]=[C:15]([NH:17][C:18]3[N:23]=[CH:22][C:21]([S:24][CH2:25][C:26](OC)=[O:27])=[CH:20][C:19]=3[O:30][C:31]3[C:32]([CH3:37])=[N:33][CH:34]=[CH:35][CH:36]=3)[S:14][N:13]=1)[CH2:8]2)(=[O:3])[CH3:2].[Li+].[BH4-].[H-].[H-].[H-].[H-].[Li+].[Al+3]. The catalyst is C1COCC1. The product is [OH:27][CH2:26][CH2:25][S:24][C:21]1[CH:20]=[C:19]([O:30][C:31]2[C:32]([CH3:37])=[N:33][CH:34]=[CH:35][CH:36]=2)[C:18]([NH:17][C:15]2[S:14][N:13]=[C:12]([CH:7]3[CH2:6][CH:5]4[N:4]([C:1](=[O:3])[CH3:2])[CH:9]([CH2:10][CH2:11]4)[CH2:8]3)[N:16]=2)=[N:23][CH:22]=1. The yield is 0.264.